This data is from Full USPTO retrosynthesis dataset with 1.9M reactions from patents (1976-2016). The task is: Predict the reactants needed to synthesize the given product. (1) Given the product [O:12]=[C:10]1[CH2:9][N:8]([C:1]([O:3][C:4]([CH3:7])([CH3:6])[CH3:5])=[O:2])[CH2:11][C:16]([C:17]2[CH:21]=[CH:20][S:19][CH:18]=2)=[C:15]1[Si:14]([CH3:22])([CH3:13])[CH3:23], predict the reactants needed to synthesize it. The reactants are: [C:1]([N:8]1[CH2:11][C:10](=[O:12])[CH2:9]1)([O:3][C:4]([CH3:7])([CH3:6])[CH3:5])=[O:2].[CH3:13][Si:14]([CH3:23])([CH3:22])[C:15]#[C:16][C:17]1[CH:21]=[CH:20][S:19][CH:18]=1. (2) Given the product [NH:32]1[C:33]2[C:29](=[CH:28][CH:27]=[C:26]([C:2]3[C:3]4[C:4]5[CH:17]=[CH:16][S:15][C:5]=5[C:6](=[O:14])[NH:7][C:8]=4[CH:9]=[CH:10][C:11]=3[O:12][CH3:13])[CH:34]=2)[CH:30]=[N:31]1, predict the reactants needed to synthesize it. The reactants are: Br[C:2]1[C:3]2[C:4]3[CH:17]=[CH:16][S:15][C:5]=3[C:6](=[O:14])[NH:7][C:8]=2[CH:9]=[CH:10][C:11]=1[O:12][CH3:13].CC1(C)C(C)(C)OB([C:26]2[CH:34]=[C:33]3[C:29]([CH:30]=[N:31][NH:32]3)=[CH:28][CH:27]=2)O1. (3) The reactants are: [NH2:1][C:2]1[N:7]=[C:6]([C:8]2[O:9][CH:10]=[CH:11][CH:12]=2)[C:5]([C:13]#[N:14])=[C:4](OS(C(F)(F)F)(=O)=O)[CH:3]=1.Cl.[NH2:24][CH2:25][C:26]1[C:31]([Cl:32])=[CH:30][C:29]([C:33]([F:36])([F:35])[F:34])=[CH:28][N:27]=1.C1CCN2C(=NCCC2)CC1. Given the product [NH2:1][C:2]1[CH:3]=[C:4]([NH:24][CH2:25][C:26]2[C:31]([Cl:32])=[CH:30][C:29]([C:33]([F:36])([F:35])[F:34])=[CH:28][N:27]=2)[C:5]([C:13]#[N:14])=[C:6]([C:8]2[O:9][CH:10]=[CH:11][CH:12]=2)[N:7]=1, predict the reactants needed to synthesize it. (4) Given the product [Br:1][C:2]1[CH:7]=[CH:6][C:5]([C:8]([C:10]2[CH:15]=[CH:14][CH:13]=[CH:12][CH:11]=2)([OH:9])[CH3:17])=[CH:4][C:3]=1[Cl:16], predict the reactants needed to synthesize it. The reactants are: [Br:1][C:2]1[CH:7]=[CH:6][C:5]([C:8]([C:10]2[CH:15]=[CH:14][CH:13]=[CH:12][CH:11]=2)=[O:9])=[CH:4][C:3]=1[Cl:16].[CH3:17][Mg]Br. (5) Given the product [O:1]1[C:5]([C:6]2[S:10][C:9]([C:11]3[CH:12]=[CH:13][C:14]([C:15]([N:51]4[CH2:55][CH2:54][CH2:53][C@H:52]4[CH2:56][N:57]4[CH2:61][CH2:60][CH2:59][CH2:58]4)=[O:17])=[CH:18][CH:19]=3)=[CH:8][CH:7]=2)=[CH:4][N:3]=[CH:2]1, predict the reactants needed to synthesize it. The reactants are: [O:1]1[C:5]([C:6]2[S:10][C:9]([C:11]3[CH:19]=[CH:18][C:14]([C:15]([OH:17])=O)=[CH:13][CH:12]=3)=[CH:8][CH:7]=2)=[CH:4][N:3]=[CH:2]1.CCN=C=NCCCN(C)C.Cl.C1C=CC2N(O)N=NC=2C=1.CCN(C(C)C)C(C)C.[NH:51]1[CH2:55][CH2:54][CH2:53][C@H:52]1[CH2:56][N:57]1[CH2:61][CH2:60][CH2:59][CH2:58]1. (6) The reactants are: [C:1]1([CH:6]=[C:7]2[CH2:16][CH2:15][C:14]3[CH:13]=[C:12]([C:17]([O:19]C)=[O:18])[CH:11]=[CH:10][C:9]=3[C:8]2=O)[CH2:5][CH2:4][CH2:3][CH:2]=1.Cl.[NH:23]([C:25]1[CH:32]=[CH:31][C:28]([C:29]#[N:30])=[C:27]([CH3:33])[CH:26]=1)[NH2:24]. Given the product [C:29]([C:28]1[CH:31]=[CH:32][C:25]([N:23]2[CH:6]([C:1]3[CH2:5][CH2:4][CH2:3][CH:2]=3)[CH:7]3[C:8]([C:9]4[CH:10]=[CH:11][C:12]([C:17]([OH:19])=[O:18])=[CH:13][C:14]=4[CH2:15][CH2:16]3)=[N:24]2)=[CH:26][C:27]=1[CH3:33])#[N:30], predict the reactants needed to synthesize it.